From a dataset of Reaction yield outcomes from USPTO patents with 853,638 reactions. Predict the reaction yield, written as a fraction of the theoretical maximum amount of product (1.0 means a 100% yield; for example, 0.34 means a 34% yield). (1) The reactants are Cl.C(N=C=NCCCN(C)C)C.Cl.C[O:15][C:16]([C:18]1([NH2:24])[CH2:23][CH2:22][CH2:21][CH2:20][CH2:19]1)=[O:17].ON1C2C=CC=CC=2N=N1.[CH2:35]([O:37][C:38]1[CH:42]=[CH:41][S:40][C:39]=1[C:43](O)=[O:44])[CH3:36].C(N(C(C)C)CC)(C)C. The catalyst is C(Cl)Cl. The product is [CH2:35]([O:37][C:38]1[CH:42]=[CH:41][S:40][C:39]=1[C:43]([NH:24][C:18]1([C:16]([OH:15])=[O:17])[CH2:23][CH2:22][CH2:21][CH2:20][CH2:19]1)=[O:44])[CH3:36]. The yield is 0.730. (2) The reactants are [Br:1][C:2]1[CH:3]=[C:4]([C:8]#[C:9][C:10]2[CH:15]=[CH:14][N:13]=[CH:12][CH:11]=2)[CH:5]=[CH:6][CH:7]=1.C([O-])(O)=[O:17].[Na+].[O-]S([O-])(=O)=O.[Mg+2].[Mn]([O-])(=O)(=O)=O.[K+].[OH2:33]. The catalyst is CC(C)=O. The product is [Br:1][C:2]1[CH:3]=[C:4]([C:8](=[O:17])[C:9]([C:10]2[CH:15]=[CH:14][N:13]=[CH:12][CH:11]=2)=[O:33])[CH:5]=[CH:6][CH:7]=1. The yield is 0.750.